From a dataset of NCI-60 drug combinations with 297,098 pairs across 59 cell lines. Regression. Given two drug SMILES strings and cell line genomic features, predict the synergy score measuring deviation from expected non-interaction effect. (1) Drug 1: CC1CCC2CC(C(=CC=CC=CC(CC(C(=O)C(C(C(=CC(C(=O)CC(OC(=O)C3CCCCN3C(=O)C(=O)C1(O2)O)C(C)CC4CCC(C(C4)OC)O)C)C)O)OC)C)C)C)OC. Drug 2: CN(C(=O)NC(C=O)C(C(C(CO)O)O)O)N=O. Cell line: HOP-92. Synergy scores: CSS=6.86, Synergy_ZIP=-1.75, Synergy_Bliss=4.78, Synergy_Loewe=-2.36, Synergy_HSA=1.86. (2) Drug 1: COC1=C(C=C2C(=C1)N=CN=C2NC3=CC(=C(C=C3)F)Cl)OCCCN4CCOCC4. Drug 2: CC1C(C(CC(O1)OC2CC(CC3=C2C(=C4C(=C3O)C(=O)C5=C(C4=O)C(=CC=C5)OC)O)(C(=O)C)O)N)O.Cl. Cell line: NCIH23. Synergy scores: CSS=52.8, Synergy_ZIP=1.74, Synergy_Bliss=4.71, Synergy_Loewe=5.08, Synergy_HSA=7.15.